This data is from Peptide-MHC class II binding affinity with 134,281 pairs from IEDB. The task is: Regression. Given a peptide amino acid sequence and an MHC pseudo amino acid sequence, predict their binding affinity value. This is MHC class II binding data. (1) The peptide sequence is AFKVAATAANAAPANY. The MHC is DRB1_0401 with pseudo-sequence DRB1_0401. The binding affinity (normalized) is 0.959. (2) The binding affinity (normalized) is 0.573. The peptide sequence is GPLQIVDKIDAAFKI. The MHC is DRB1_1501 with pseudo-sequence DRB1_1501. (3) The peptide sequence is ILFLVKMNALRRLPV. The MHC is DRB4_0101 with pseudo-sequence DRB4_0103. The binding affinity (normalized) is 0.813. (4) The peptide sequence is MSMSMILVGVIMMFL. The MHC is H-2-IAb with pseudo-sequence H-2-IAb. The binding affinity (normalized) is 0. (5) The MHC is DRB1_1501 with pseudo-sequence DRB1_1501. The binding affinity (normalized) is 0.0330. The peptide sequence is NLIDTKCYKLEHP. (6) The peptide sequence is YISAIVQGERMDEPIPA. The MHC is DRB1_0404 with pseudo-sequence DRB1_0404. The binding affinity (normalized) is 0.157. (7) The peptide sequence is NPMTVFWSKMAQSMT. The MHC is DRB1_0101 with pseudo-sequence DRB1_0101. The binding affinity (normalized) is 0.589.